This data is from Full USPTO retrosynthesis dataset with 1.9M reactions from patents (1976-2016). The task is: Predict the reactants needed to synthesize the given product. (1) Given the product [Br:1][C:2]1[CH:7]=[CH:6][C:5]([CH:8]([C:20]2[CH:25]=[CH:24][CH:23]=[CH:22][C:21]=2[CH3:26])[CH2:9][C:10]([C:12]2[CH:17]=[C:16]([Cl:18])[CH:15]=[CH:14][C:13]=2[Cl:19])=[N:28][OH:29])=[CH:4][CH:3]=1, predict the reactants needed to synthesize it. The reactants are: [Br:1][C:2]1[CH:7]=[CH:6][C:5]([CH:8]([C:20]2[CH:25]=[CH:24][CH:23]=[CH:22][C:21]=2[CH3:26])[CH2:9][C:10]([C:12]2[CH:17]=[C:16]([Cl:18])[CH:15]=[CH:14][C:13]=2[Cl:19])=O)=[CH:4][CH:3]=1.Cl.[NH2:28][OH:29].C([O-])(O)=O.[Na+]. (2) Given the product [Cl:1][C:2]1[CH:3]=[CH:4][C:5]([C:28]#[N:29])=[C:6]([C:8]2[C:13]([O:14][CH3:15])=[CH:12][N:11]([CH:16]([CH2:20][C@@H:21]3[CH2:26][CH2:25][CH2:24][CH2:23][O:22]3)[C:17]([NH:30][C:31]3[CH:32]=[CH:33][C:34]4[N:35]([CH:37]=[C:38]([C:40]([O:42][CH2:43][CH3:44])=[O:41])[N:39]=4)[CH:36]=3)=[O:18])[C:10](=[O:27])[CH:9]=2)[CH:7]=1, predict the reactants needed to synthesize it. The reactants are: [Cl:1][C:2]1[CH:3]=[CH:4][C:5]([C:28]#[N:29])=[C:6]([C:8]2[C:13]([O:14][CH3:15])=[CH:12][N:11]([CH:16]([CH2:20][C@@H:21]3[CH2:26][CH2:25][CH2:24][CH2:23][O:22]3)[C:17](O)=[O:18])[C:10](=[O:27])[CH:9]=2)[CH:7]=1.[NH2:30][C:31]1[CH:32]=[CH:33][C:34]2[N:35]([CH:37]=[C:38]([C:40]([O:42][CH2:43][CH3:44])=[O:41])[N:39]=2)[CH:36]=1.